Dataset: Forward reaction prediction with 1.9M reactions from USPTO patents (1976-2016). Task: Predict the product of the given reaction. Given the reactants C(OC(=O)C)C.[CH2:7]([O:9][C:10]([C:12]1([S:19]([C:22]2[CH:27]=[CH:26][C:25]([O:28][CH2:29][CH2:30][CH2:31][CH3:32])=[CH:24][CH:23]=2)(=[O:21])=[O:20])[CH2:17][CH2:16][N:15]([CH3:18])[CH2:14][CH2:13]1)=[O:11])[CH3:8], predict the reaction product. The product is: [CH2:7]([O:9][C:10]([C:12]1([S:19]([C:22]2[CH:23]=[CH:24][C:25]([O:28][CH2:29][CH2:30][CH2:31][CH3:32])=[CH:26][CH:27]=2)(=[O:20])=[O:21])[CH2:13][CH2:14][N:15]([CH3:18])[CH2:16][CH2:17]1)=[O:11])[CH3:8].[CH3:18][N:15]1[CH2:14][CH2:13][C:12]([S:19]([C:22]2[CH:23]=[CH:24][C:25]([O:28][CH2:29][CH2:30][CH2:31][CH3:32])=[CH:26][CH:27]=2)(=[O:21])=[O:20])([C:10]([OH:11])=[O:9])[CH2:17][CH2:16]1.